Predict the reactants needed to synthesize the given product. From a dataset of Full USPTO retrosynthesis dataset with 1.9M reactions from patents (1976-2016). Given the product [O:20]=[C:11]1[CH:10]=[CH:9][CH:14]2[CH:12]1[CH:13]2[C:15]([O:17][CH2:18][CH3:19])=[O:16], predict the reactants needed to synthesize it. The reactants are: [Si](O[CH:9]1[CH:14]2[CH:12]([CH:13]2[C:15]([O:17][CH2:18][CH3:19])=[O:16])[C:11](=[O:20])[CH2:10]1)(C(C)(C)C)(C)C.